From a dataset of Full USPTO retrosynthesis dataset with 1.9M reactions from patents (1976-2016). Predict the reactants needed to synthesize the given product. (1) Given the product [CH3:1][N:2]1[CH2:7][CH2:6][N:5]([C:9]2[CH:14]=[N:13][C:12]([CH3:15])=[C:11]([N+:16]([O-:18])=[O:17])[CH:10]=2)[CH2:4][CH2:3]1, predict the reactants needed to synthesize it. The reactants are: [CH3:1][N:2]1[CH2:7][CH2:6][NH:5][CH2:4][CH2:3]1.Br[C:9]1[CH:10]=[C:11]([N+:16]([O-:18])=[O:17])[C:12]([CH3:15])=[N:13][CH:14]=1.C1(P(C2C=CC=CC=2)C2C3OC4C(=CC=CC=4P(C4C=CC=CC=4)C4C=CC=CC=4)C(C)(C)C=3C=CC=2)C=CC=CC=1.C(=O)([O-])[O-].[Cs+].[Cs+]. (2) Given the product [F:17][C:18]1[CH:19]=[C:20]([C:7]2[CH:8]=[CH:9][C:4]([CH2:1][CH2:2][CH3:3])=[CH:5][CH:6]=2)[CH:21]=[CH:22][CH:23]=1, predict the reactants needed to synthesize it. The reactants are: [CH2:1]([C:4]1[CH:9]=[CH:8][C:7](Br)=[CH:6][CH:5]=1)[CH2:2][CH3:3].C(=O)([O-])[O-].[K+].[K+].[F:17][C:18]1[CH:19]=[C:20](B(O)O)[CH:21]=[CH:22][CH:23]=1.